This data is from B-cell epitopes from IEDB database with 3,159 antigens for binding position prediction. The task is: Token-level Classification. Given an antigen amino acid sequence, predict which amino acid positions are active epitope sites capable of antibody binding. Output is a list of indices for active positions. (1) Given the antigen sequence: DSGCVVSWKNKELKCGSGIFITDNVHTWTEQYKFQPESPSKLASAIQKAHEEGICGIRSVTRLENLMWKQITPELNHILSENEVKLTIMTGDIKGIMQAGKRSLRPQPTELKYSWKTWGKAKMLSTESHNQTFLIDGPETAECPNTNRAWNSLEVEDYGFGVFTTNIWLKLREKQDVFCDSKLMSAAIKDNRAVHADMGYWIESALNDTWKMEKASFIEVKSCHWPKSHTLWSNGVLESEMIIPKSFAGPVSQHNYRPGYYTQTAGPWHLGKLEMDFDFCEGTTVVVTEDCGNRGPSLRTTTASGKLITEWCCRSCTLPPLRYRGEDGCWYGMEIRPLKEKEENLVNSLVTA, which amino acid positions are active epitope sites? The epitope positions are: [60, 61, 62, 63, 64, 65, 66, 67, 68]. The amino acids at these positions are: TRLENLMWK. (2) The epitope positions are: [62, 63, 64, 65, 66, 67, 68, 69, 70, 71]. The amino acids at these positions are: AGILKRWGTI. Given the antigen sequence: MNNQRKKARNTPFNMLKRERNRVSTVQQLTKRFSLGMLQGRGPLKLFMALVAFLRFLTIPPTAGILKRWGTIKKSKAINVLRGFRKEIGRMLNILNRRRRTAGMIIMLIPTVMAFHLTTRNGEPHMIVSRQEKGKSLLFKTEDGVNMCTLMAMDLGELCEDTITYKCPFLKQNEPEDIDCWCNSTSTWVTYGTCTTTGEHRREKRSVALVPHVGMGLETRTETWMSSEGAWKHAQRIETWILRHPGFTIMAAILAYTIGTTHFQRALIFILLTAVAPSMTMRCIGISNRDFVEGVSGGSWVDIVLEHGSCVTTMAKNKPTLDFELIETEAKQPATLRKYCIEAKLTNTTTDSRCPTQGEPSLNEEQDKRFVCKHSMVDRGWGNGCGLFGKGGIVTCAMFTCKKNMKGKVVQPENLEYTIVITPHSGEEHAVGNDTGKHGKEIKITPQSSITEAELTGYGTVTMECSPRTGLDFNEMVLLQMENKAWLVHRQWFLDLPLPW..., which amino acid positions are active epitope sites? (3) Given the antigen sequence: MKCLLLALALTCGAQALIVTQTMKGLDIQKVAGTWYSLAMAASDISLLDAQSAPLRVYVEELKPTPEGDLEILLQKWENDECAQKKIIAEKTKIPAVFKIDALNENKVLVLDTDYKKYLLFCMENSAEPEQSLVCQCLVRTPEVDDEALEKFDKALKALPMHIRLSFNPTQLEEQCHI, which amino acid positions are active epitope sites? The epitope positions are: [80, 81, 82, 83, 84, 85, 86, 87, 88, 89]. The amino acids at these positions are: ECAQKKIIAE.